This data is from Full USPTO retrosynthesis dataset with 1.9M reactions from patents (1976-2016). The task is: Predict the reactants needed to synthesize the given product. (1) Given the product [OH:36][CH2:35][C:33]([NH:1][C@@H:2]1[CH2:7][CH2:6][C@H:5]([NH:8][C:9]([C:11]2[C:15]3[N:16]=[CH:17][N:18]=[C:19]([C:20]4[CH:25]=[CH:24][C:23]([F:26])=[CH:22][C:21]=4[O:27][CH2:28][CH:29]4[CH2:30][CH2:31]4)[C:14]=3[NH:13][CH:12]=2)=[O:10])[CH2:4][CH2:3]1)=[O:34], predict the reactants needed to synthesize it. The reactants are: [NH2:1][C@@H:2]1[CH2:7][CH2:6][C@H:5]([NH:8][C:9]([C:11]2[C:15]3[N:16]=[CH:17][N:18]=[C:19]([C:20]4[CH:25]=[CH:24][C:23]([F:26])=[CH:22][C:21]=4[O:27][CH2:28][CH:29]4[CH2:31][CH2:30]4)[C:14]=3[NH:13][CH:12]=2)=[O:10])[CH2:4][CH2:3]1.Cl[C:33]([CH2:35][O:36]C(=O)C)=[O:34]. (2) Given the product [OH:16][N:15]=[C:7]([C:6]1[N:2]([CH3:1])[CH:3]=[N:4][CH:5]=1)[C:9]1[S:10][CH:11]=[CH:12][CH:13]=1, predict the reactants needed to synthesize it. The reactants are: [CH3:1][N:2]1[C:6]([C:7]([C:9]2[S:10][CH:11]=[CH:12][CH:13]=2)=O)=[CH:5][N:4]=[CH:3]1.Cl.[NH2:15][OH:16].